Predict the reaction yield, written as a fraction of the theoretical maximum amount of product (1.0 means a 100% yield; for example, 0.34 means a 34% yield). From a dataset of Reaction yield outcomes from USPTO patents with 853,638 reactions. The reactants are [CH:1]1[C:10]2[C:5](=[CH:6][CH:7]=[CH:8][CH:9]=2)[CH:4]=[C:3]([C:11]([NH:13][C:14]2[NH:15][C:16]3[C:22]([C:23](O)=[O:24])=[CH:21][CH:20]=[CH:19][C:17]=3[N:18]=2)=[O:12])[N:2]=1.CN(C(ON1N=NC2C=CC=CC1=2)=[N+](C)C)C.F[P-](F)(F)(F)(F)F.CCN(C(C)C)C(C)C.[C:59]([O:63][C:64]([N:66]1[CH2:71][CH2:70][C:69]2[N:72]=[C:73]([NH2:75])[S:74][C:68]=2[CH2:67]1)=[O:65])([CH3:62])([CH3:61])[CH3:60]. The catalyst is CN(C=O)C. The product is [C:59]([O:63][C:64]([N:66]1[CH2:71][CH2:70][C:69]2[N:72]=[C:73]([NH:75][C:23]([C:22]3[C:16]4[NH:15][C:14]([NH:13][C:11]([C:3]5[N:2]=[CH:1][C:10]6[C:5]([CH:4]=5)=[CH:6][CH:7]=[CH:8][CH:9]=6)=[O:12])=[N:18][C:17]=4[CH:19]=[CH:20][CH:21]=3)=[O:24])[S:74][C:68]=2[CH2:67]1)=[O:65])([CH3:62])([CH3:60])[CH3:61]. The yield is 0.550.